From a dataset of Full USPTO retrosynthesis dataset with 1.9M reactions from patents (1976-2016). Predict the reactants needed to synthesize the given product. (1) Given the product [F:25][C:2]1([F:1])[CH2:5][CH:4]([CH2:6][C:7]2[N:8]=[C:9]([C:12]3[O:16][C:15]([CH2:17][C:18]([CH3:24])([CH3:23])[C:19]([OH:21])=[O:20])=[N:14][N:13]=3)[S:10][C:11]=2[C:27]2[C:36]3[C:31](=[CH:32][CH:33]=[CH:34][CH:35]=3)[C:30]([S:37](=[O:38])(=[O:39])[NH:40][C@@H:41]([CH3:46])[C:42]([F:44])([F:43])[F:45])=[CH:29][CH:28]=2)[CH2:3]1, predict the reactants needed to synthesize it. The reactants are: [F:1][C:2]1([F:25])[CH2:5][CH:4]([CH2:6][C:7]2[N:8]=[C:9]([C:12]3[O:16][C:15]([CH2:17][C:18]([CH3:24])([CH3:23])[C:19]([O:21]C)=[O:20])=[N:14][N:13]=3)[S:10][CH:11]=2)[CH2:3]1.Br[C:27]1[C:36]2[C:31](=[CH:32][CH:33]=[CH:34][CH:35]=2)[C:30]([S:37]([NH:40][C@@H:41]([CH3:46])[C:42]([F:45])([F:44])[F:43])(=[O:39])=[O:38])=[CH:29][CH:28]=1. (2) Given the product [OH:3][CH:1]([C:4]1[O:8][C:7]2[C:9](=[O:19])[C:10]3[C:15]([C:16](=[O:17])[C:6]=2[CH:5]=1)=[C:14]([OH:18])[CH:13]=[CH:12][CH:11]=3)[CH3:2], predict the reactants needed to synthesize it. The reactants are: [C:1]([C:4]1[O:8][C:7]2[C:9](=[O:19])[C:10]3[C:15]([C:16](=[O:17])[C:6]=2[CH:5]=1)=[C:14]([OH:18])[CH:13]=[CH:12][CH:11]=3)(=[O:3])[CH3:2].[BH4-].[Na+]. (3) Given the product [CH3:38][C:39]1[C:68]([C:69]([F:72])([F:70])[F:71])=[CH:67][CH:66]=[CH:65][C:40]=1[CH2:41][N:42]1[C:47](=[O:48])[C:46]([C:49]([NH:2][C@H:3]([C:5]([O:7][CH3:8])=[O:6])[CH3:4])=[O:50])=[CH:45][N:44]([C:52]2[CH:57]=[CH:56][C:55]([N:58]3[CH2:62][CH2:61][NH:60][C:59]3=[O:63])=[CH:54][CH:53]=2)[C:43]1=[O:64], predict the reactants needed to synthesize it. The reactants are: Cl.[NH2:2][C@H:3]([C:5]([O:7][CH3:8])=[O:6])[CH3:4].CN(C(ON1N=NC2C=CC=CC1=2)=[N+](C)C)C.[B-](F)(F)(F)F.CN1CCOCC1.[CH3:38][C:39]1[C:68]([C:69]([F:72])([F:71])[F:70])=[CH:67][CH:66]=[CH:65][C:40]=1[CH2:41][N:42]1[C:47](=[O:48])[C:46]([C:49](O)=[O:50])=[CH:45][N:44]([C:52]2[CH:57]=[CH:56][C:55]([N:58]3[CH2:62][CH2:61][NH:60][C:59]3=[O:63])=[CH:54][CH:53]=2)[C:43]1=[O:64]. (4) Given the product [CH:26]1[N:9]=[CH:8][N:7]2[CH:11]=[CH:12][CH:13]=[C:24]([CH2:28][OH:21])[C:25]=12, predict the reactants needed to synthesize it. The reactants are: [H-].[Al+3].[Li+].[H-].[H-].[H-].[NH:7]1[C:11]2[CH:12]=[CH:13]C=NC=2[N:9]=[C:8]1C(OCC)=O.[OH2:21].[OH-].[Na+].[CH2:24]1[CH2:28]O[CH2:26][CH2:25]1. (5) Given the product [CH2:28]([C@H:10]1[C:11](=[O:12])[N:8]([Si:1]([C:4]([CH3:7])([CH3:6])[CH3:5])([CH3:3])[CH3:2])[C@@H:9]1[C:13]([OH:15])=[O:14])[CH:27]=[CH2:26], predict the reactants needed to synthesize it. The reactants are: [Si:1]([N:8]1[C:11](=[O:12])[CH2:10][C@H:9]1[C:13]([OH:15])=[O:14])([C:4]([CH3:7])([CH3:6])[CH3:5])([CH3:3])[CH3:2].[Li+].C[Si]([N-][Si](C)(C)C)(C)C.[CH2:26](Br)[CH:27]=[CH2:28].